This data is from hERG Central: cardiac toxicity at 1µM, 10µM, and general inhibition. The task is: Predict hERG channel inhibition at various concentrations. (1) The drug is CCOc1ccc(CN(C)CCc2ccccn2)cc1.O=C(O)C(=O)O. Results: hERG_inhib (hERG inhibition (general)): blocker. (2) The molecule is O=C(COC(=O)/C=C/c1ccc(OC(F)F)cc1)NCCN1C(=O)CSC1=O. Results: hERG_inhib (hERG inhibition (general)): blocker.